This data is from Catalyst prediction with 721,799 reactions and 888 catalyst types from USPTO. The task is: Predict which catalyst facilitates the given reaction. (1) Reactant: Cl[S:2]([C:5]1[CH:6]=[C:7]([CH:13]=[CH:14][CH:15]=1)[C:8]([O:10][CH2:11][CH3:12])=[O:9])(=[O:4])=[O:3].[F:16][C:17]1[CH:23]=[CH:22][CH:21]=[CH:20][C:18]=1[NH2:19]. Product: [F:16][C:17]1[CH:23]=[CH:22][CH:21]=[CH:20][C:18]=1[NH:19][S:2]([C:5]1[CH:6]=[C:7]([CH:13]=[CH:14][CH:15]=1)[C:8]([O:10][CH2:11][CH3:12])=[O:9])(=[O:4])=[O:3]. The catalyst class is: 675. (2) Reactant: [F:1][C:2]1[CH:3]=[N:4][C:5]([NH:8][C:9]2[S:10][C:11]3[CH2:17][CH2:16][N:15]([CH2:18][CH2:19][CH2:20][N:21]4[CH2:26][CH2:25][O:24][CH2:23][CH2:22]4)[C:14]4=[N:27][N:28](CC5C=CC(OC)=CC=5)[CH:29]=[C:13]4[C:12]=3[N:39]=2)=[N:6][CH:7]=1.C([SiH](C(C)C)C(C)C)(C)C. Product: [F:1][C:2]1[CH:3]=[N:4][C:5]([NH:8][C:9]2[S:10][C:11]3[CH2:17][CH2:16][N:15]([CH2:18][CH2:19][CH2:20][N:21]4[CH2:26][CH2:25][O:24][CH2:23][CH2:22]4)[C:14]4=[N:27][NH:28][CH:29]=[C:13]4[C:12]=3[N:39]=2)=[N:6][CH:7]=1. The catalyst class is: 67. (3) Reactant: [Li+].C[Si]([N-][Si](C)(C)C)(C)C.[F:11][C@H:12]1[CH2:16][N:15]([C:17]([O:19][C:20]([CH3:23])([CH3:22])[CH3:21])=[O:18])[C@H:14]([C:24]([O:26][CH3:27])=[O:25])[CH2:13]1.[CH3:28]I. Product: [F:11][C@H:12]1[CH2:16][N:15]([C:17]([O:19][C:20]([CH3:21])([CH3:22])[CH3:23])=[O:18])[C:14]([CH3:28])([C:24]([O:26][CH3:27])=[O:25])[CH2:13]1. The catalyst class is: 1. (4) Reactant: [C:1]([O:5][C:6]([N:8]([CH2:12][C:13]1[CH:18]=[CH:17][C:16]([NH:19][C:20]2[N:25]=[C:24]([C:26]#[C:27][C:28]3[CH:33]=[CH:32][CH:31]=[CH:30][C:29]=3[CH2:34][C:35]([O:37][CH3:38])=[O:36])[C:23]([C:39]([F:42])([F:41])[F:40])=[CH:22][N:21]=2)=[CH:15][CH:14]=1)[CH2:9][CH2:10][OH:11])=[O:7])([CH3:4])([CH3:3])[CH3:2]. Product: [C:1]([O:5][C:6]([N:8]([CH2:12][C:13]1[CH:18]=[CH:17][C:16]([NH:19][C:20]2[N:25]=[C:24]([CH2:26][CH2:27][C:28]3[CH:33]=[CH:32][CH:31]=[CH:30][C:29]=3[CH2:34][C:35]([O:37][CH3:38])=[O:36])[C:23]([C:39]([F:41])([F:42])[F:40])=[CH:22][N:21]=2)=[CH:15][CH:14]=1)[CH2:9][CH2:10][OH:11])=[O:7])([CH3:4])([CH3:2])[CH3:3]. The catalyst class is: 99. (5) Reactant: C([Li])CCC.[CH2:6]([N:13]1[CH2:19][CH2:18][CH2:17][CH:16]([C:20]([O:22][CH2:23][CH3:24])=[O:21])[CH2:15][CH2:14]1)[C:7]1[CH:12]=[CH:11][CH:10]=[CH:9][CH:8]=1.Br[CH2:26][CH2:27][Cl:28].C([O-])([O-])=O.[K+].[K+]. Product: [CH2:6]([N:13]1[CH2:19][CH2:18][CH2:17][C:16]([CH2:26][CH2:27][Cl:28])([C:20]([O:22][CH2:23][CH3:24])=[O:21])[CH2:15][CH2:14]1)[C:7]1[CH:8]=[CH:9][CH:10]=[CH:11][CH:12]=1. The catalyst class is: 323.